This data is from Reaction yield outcomes from USPTO patents with 853,638 reactions. The task is: Predict the reaction yield, written as a fraction of the theoretical maximum amount of product (1.0 means a 100% yield; for example, 0.34 means a 34% yield). (1) The reactants are [CH3:1][O:2][C:3]1[C:4]([O:24][CH3:25])=[CH:5][C:6]2[C:7]([C:16]3[CH:21]=[CH:20][C:19]([O:22][CH3:23])=[CH:18][CH:17]=3)=[C:8]3[CH2:15][NH:14][CH2:13][CH2:12][N:9]3[C:10]=2[CH:11]=1.C1N=C[N:28]([C:31](N2C=NC=C2)=[O:32])[CH:27]=1.CI. The catalyst is C1COCC1. The product is [CH3:27][NH:28][C:31]([N:14]1[CH2:13][CH2:12][N:9]2[C:10]3[CH:11]=[C:3]([O:2][CH3:1])[C:4]([O:24][CH3:25])=[CH:5][C:6]=3[C:7]([C:16]3[CH:17]=[CH:18][C:19]([O:22][CH3:23])=[CH:20][CH:21]=3)=[C:8]2[CH2:15]1)=[O:32]. The yield is 0.385. (2) The reactants are [OH2:1].[OH-].[Na+].[C:4]1([OH:10])[CH:9]=[CH:8][CH:7]=[CH:6][CH:5]=1.[C:11](Cl)(Cl)=[O:12]. The catalyst is C(Cl)Cl. The product is [C:11](=[O:12])([O:1][C:4]1[CH:9]=[CH:8][CH:7]=[CH:6][CH:5]=1)[O:10][C:4]1[CH:9]=[CH:8][CH:7]=[CH:6][CH:5]=1. The yield is 0.999. (3) The yield is 0.540. The product is [F:19][C:18]([F:21])([F:20])[C:15]1[CH:16]=[CH:17][C:12]([O:11][C:8]2[CH:9]=[CH:10][C:5]([O:4][C:2]([N:33]3[CH2:34][CH2:35][CH:30]([CH2:29][C:26]4[CH:25]=[CH:24][C:23]([CH3:22])=[CH:28][N:27]=4)[CH2:31][CH2:32]3)=[O:3])=[CH:6][CH:7]=2)=[N:13][CH:14]=1. The reactants are Cl[C:2]([O:4][C:5]1[CH:10]=[CH:9][C:8]([O:11][C:12]2[CH:17]=[CH:16][C:15]([C:18]([F:21])([F:20])[F:19])=[CH:14][N:13]=2)=[CH:7][CH:6]=1)=[O:3].[CH3:22][C:23]1[CH:24]=[CH:25][C:26]([CH2:29][CH:30]2[CH2:35][CH2:34][NH:33][CH2:32][CH2:31]2)=[N:27][CH:28]=1. No catalyst specified. (4) The reactants are [O:1]1[CH2:6][CH2:5][N:4]([C:7]2[N:12]=[C:11]([N:13]3[CH2:18][CH2:17][O:16][CH2:15][CH2:14]3)[N:10]=[C:9]([C:19]3[CH:24]=[CH:23][C:22]([NH:25][C:26](=[O:37])[NH:27][C:28]4[CH:36]=[CH:35][C:31]([C:32](O)=[O:33])=[CH:30][CH:29]=4)=[CH:21][CH:20]=3)[N:8]=2)[CH2:3][CH2:2]1.CCN(C(C)C)C(C)C.CN(C(O[N:55]1N=N[C:57]2[CH:58]=[CH:59][CH:60]=[CH:61][C:56]1=2)=[N+](C)C)C.F[P-](F)(F)(F)(F)F.N1C=CC=CC=1CN. The catalyst is CN1C(=O)CCC1. The product is [O:1]1[CH2:6][CH2:5][N:4]([C:7]2[N:12]=[C:11]([N:13]3[CH2:14][CH2:15][O:16][CH2:17][CH2:18]3)[N:10]=[C:9]([C:19]3[CH:24]=[CH:23][C:22]([NH:25][C:26]([NH:27][C:28]4[CH:29]=[CH:30][C:31]([C:32](=[O:33])[CH2:61][C:60]5[CH:59]=[CH:58][CH:57]=[CH:56][N:55]=5)=[CH:35][CH:36]=4)=[O:37])=[CH:21][CH:20]=3)[N:8]=2)[CH2:3][CH2:2]1. The yield is 0.150. (5) The reactants are [CH3:1][Si:2]([CH3:28])([CH3:27])[C:3]1[CH:4]=[C:5]([CH:20]=[C:21]([Si:23]([CH3:26])([CH3:25])[CH3:24])[CH:22]=1)[C:6]([NH:8][C:9]1[CH:19]=[CH:18][C:12]([CH:13]=[CH:14][C:15]([OH:17])=[O:16])=[CH:11][CH:10]=1)=[O:7].[H][H]. The catalyst is CO.[C].[Pd]. The product is [CH3:26][Si:23]([CH3:24])([CH3:25])[C:21]1[CH:20]=[C:5]([CH:4]=[C:3]([Si:2]([CH3:28])([CH3:27])[CH3:1])[CH:22]=1)[C:6]([NH:8][C:9]1[CH:10]=[CH:11][C:12]([CH2:13][CH2:14][C:15]([OH:17])=[O:16])=[CH:18][CH:19]=1)=[O:7]. The yield is 0.800. (6) The reactants are [Cl:1][C:2]1[N:3]=[C:4](Cl)[C:5]2[CH2:10][CH2:9][CH:8]([C:11]3[CH:16]=[CH:15][C:14]([F:17])=[CH:13][CH:12]=3)[C:6]=2[N:7]=1.[CH3:19][C:20]1([NH:26][C:27](=[O:33])[O:28][C:29]([CH3:32])([CH3:31])[CH3:30])[CH2:25][CH2:24][NH:23][CH2:22][CH2:21]1. The catalyst is CO. The product is [Cl:1][C:2]1[N:3]=[C:4]([N:23]2[CH2:22][CH2:21][C:20]([NH:26][C:27](=[O:33])[O:28][C:29]([CH3:32])([CH3:31])[CH3:30])([CH3:19])[CH2:25][CH2:24]2)[C:5]2[CH2:10][CH2:9][CH:8]([C:11]3[CH:16]=[CH:15][C:14]([F:17])=[CH:13][CH:12]=3)[C:6]=2[N:7]=1. The yield is 0.244.